This data is from Reaction yield outcomes from USPTO patents with 853,638 reactions. The task is: Predict the reaction yield, written as a fraction of the theoretical maximum amount of product (1.0 means a 100% yield; for example, 0.34 means a 34% yield). (1) The reactants are Br[C:2]1[C:3]([CH3:9])=[N:4][N:5]([CH3:8])[C:6]=1[CH3:7].C([Li])CCC.[CH2:15]([O:22][C:23]([N:25]1[CH2:29][C@@H:28]([O:30][Si:31]([C:34]([CH3:37])([CH3:36])[CH3:35])([CH3:33])[CH3:32])[CH2:27][C@@H:26]1[CH:38]=[O:39])=[O:24])[C:16]1[CH:21]=[CH:20][CH:19]=[CH:18][CH:17]=1. The catalyst is O1CCCC1. The product is [CH2:15]([O:22][C:23]([N:25]1[CH2:29][C@@H:28]([O:30][Si:31]([C:34]([CH3:35])([CH3:36])[CH3:37])([CH3:33])[CH3:32])[CH2:27][C@@H:26]1[CH:38]([OH:39])[C:2]1[C:3]([CH3:9])=[N:4][N:5]([CH3:8])[C:6]=1[CH3:7])=[O:24])[C:16]1[CH:21]=[CH:20][CH:19]=[CH:18][CH:17]=1. The yield is 0.120. (2) The reactants are [F:1][C:2]1[CH:7]=[CH:6][C:5]([CH:8]([OH:12])[C:9]([OH:11])=[O:10])=[CH:4][CH:3]=1.OS(O)(=O)=O.[CH2:18](O)[CH3:19]. No catalyst specified. The product is [F:1][C:2]1[CH:3]=[CH:4][C:5]([CH:8]([OH:12])[C:9]([O:11][CH2:18][CH3:19])=[O:10])=[CH:6][CH:7]=1. The yield is 0.900.